From a dataset of Forward reaction prediction with 1.9M reactions from USPTO patents (1976-2016). Predict the product of the given reaction. (1) Given the reactants [NH2:1][C:2]1[C:11]2[C:6](=[C:7](Br)[CH:8]=[CH:9][CH:10]=2)[N:5]=[N:4][C:3]=1[C:13]([NH:15][CH2:16][CH2:17][CH3:18])=[O:14].[N:19]1[C:28]2[C:23](=[CH:24][CH:25]=[CH:26][CH:27]=2)[CH:22]=[C:21](B(O)O)[CH:20]=1, predict the reaction product. The product is: [NH2:1][C:2]1[C:11]2[C:6](=[C:7]([C:21]3[CH:20]=[N:19][C:28]4[C:23]([CH:22]=3)=[CH:24][CH:25]=[CH:26][CH:27]=4)[CH:8]=[CH:9][CH:10]=2)[N:5]=[N:4][C:3]=1[C:13]([NH:15][CH2:16][CH2:17][CH3:18])=[O:14]. (2) Given the reactants [C:1]([O:5][CH3:6])(=[O:4])[CH:2]=[CH2:3].C(N(CC)CC)C.C1(C)C=CC=CC=1P(C1C=CC=CC=1C)C1C=CC=CC=1C.Br[C:37]1[CH:38]=[CH:39][C:40]2[C:41]3[N:50]([CH2:51][CH:52]([CH3:54])[CH3:53])[C:49]([CH2:55][CH2:56][CH2:57][CH3:58])=[N:48][C:42]=3[C:43]([NH2:47])=[N:44][C:45]=2[CH:46]=1, predict the reaction product. The product is: [NH2:47][C:43]1[C:42]2[N:48]=[C:49]([CH2:55][CH2:56][CH2:57][CH3:58])[N:50]([CH2:51][CH:52]([CH3:53])[CH3:54])[C:41]=2[C:40]2[CH:39]=[CH:38][C:37](/[CH:3]=[CH:2]/[C:1]([O:5][CH3:6])=[O:4])=[CH:46][C:45]=2[N:44]=1. (3) Given the reactants O=C1C2C(=CC=CC=2)C(=O)[N:3]1[CH:12]1[CH2:17][CH2:16][C:15]([CH3:23])([C:18]([O:20][CH2:21][CH3:22])=[O:19])[CH2:14][CH2:13]1.O.NN, predict the reaction product. The product is: [NH2:3][CH:12]1[CH2:13][CH2:14][C:15]([CH3:23])([C:18]([O:20][CH2:21][CH3:22])=[O:19])[CH2:16][CH2:17]1. (4) Given the reactants F[C:2]1[C:3]([CH3:22])=[N:4][C:5]2[C:10]([N:11]=1)=[C:9]([C:12]1[NH:20][C:19]3[CH2:18][CH2:17][NH:16][C:15](=[O:21])[C:14]=3[CH:13]=1)[CH:8]=[CH:7][CH:6]=2.[N:23]1[CH:28]=[CH:27][CH:26]=[CH:25][C:24]=1[CH:29]([NH2:31])[CH3:30].CCN(C(C)C)C(C)C, predict the reaction product. The product is: [CH3:22][C:3]1[C:2]([NH:31][CH:29]([C:24]2[CH:25]=[CH:26][CH:27]=[CH:28][N:23]=2)[CH3:30])=[N:11][C:10]2[C:5](=[CH:6][CH:7]=[CH:8][C:9]=2[C:12]2[NH:20][C:19]3[CH2:18][CH2:17][NH:16][C:15](=[O:21])[C:14]=3[CH:13]=2)[N:4]=1. (5) Given the reactants [Br:1][C:2]1[C:3]2[N:10]([CH2:11][CH3:12])[C:9]([C:13]3[C:14]([NH2:18])=[N:15][O:16][N:17]=3)=[N:8][C:4]=2[CH:5]=[N:6][CH:7]=1.[CH3:19][C:20]([O:23][C:24](O[C:24]([O:23][C:20]([CH3:22])([CH3:21])[CH3:19])=[O:25])=[O:25])([CH3:22])[CH3:21], predict the reaction product. The product is: [C:20]([O:23][C:24](=[O:25])[NH:18][C:14]1[C:13]([C:9]2[N:10]([CH2:11][CH3:12])[C:3]3[C:2]([Br:1])=[CH:7][N:6]=[CH:5][C:4]=3[N:8]=2)=[N:17][O:16][N:15]=1)([CH3:22])([CH3:21])[CH3:19]. (6) Given the reactants [CH2:1]([C:3]1[N:4]([CH2:9][CH2:10][NH2:11])[CH:5]=[C:6]([I:8])[N:7]=1)[CH3:2].[Cl:12][C:13]1[CH:14]=[C:15]([CH2:23][CH2:24][CH:25]=O)[CH:16]=[CH:17][C:18]=1[C:19]([F:22])([F:21])[F:20], predict the reaction product. The product is: [Cl:12][C:13]1[CH:14]=[C:15]([CH2:23][CH2:24][CH:25]2[NH:11][CH2:10][CH2:9][N:4]3[C:3]([CH2:1][CH3:2])=[N:7][C:6]([I:8])=[C:5]23)[CH:16]=[CH:17][C:18]=1[C:19]([F:20])([F:21])[F:22].